This data is from Catalyst prediction with 721,799 reactions and 888 catalyst types from USPTO. The task is: Predict which catalyst facilitates the given reaction. Reactant: [O:1]=[C:2]1[CH:9]2[CH2:10][C:5]3(C(O)=O)[CH2:6][CH:7]([CH2:11][CH:3]1[CH2:4]3)[CH2:8]2.C([N:17]([CH2:20]C)CC)C.C1(P(N=[N+]=[N-])(C2C=CC=CC=2)=[O:29])C=CC=CC=1.[CH2:39]([OH:46])[C:40]1[CH:45]=[CH:44][CH:43]=[CH:42][CH:41]=1. Product: [CH2:39]([O:46][C:20](=[O:29])[NH:17][C:5]12[CH2:4][CH:3]3[CH2:11][CH:7]([CH2:8][CH:9]([C:2]3=[O:1])[CH2:10]1)[CH2:6]2)[C:40]1[CH:45]=[CH:44][CH:43]=[CH:42][CH:41]=1. The catalyst class is: 133.